This data is from Forward reaction prediction with 1.9M reactions from USPTO patents (1976-2016). The task is: Predict the product of the given reaction. Given the reactants [Br:1][C:2]1[CH:3]=[C:4]([C:8](=[O:15])[CH2:9][C:10]([O:12][CH2:13][CH3:14])=[O:11])[CH:5]=[CH:6][CH:7]=1.CO[CH:18](OC)[N:19]([CH3:21])[CH3:20], predict the reaction product. The product is: [Br:1][C:2]1[CH:3]=[C:4]([CH:5]=[CH:6][CH:7]=1)[C:8]([C:9](=[CH:18][N:19]([CH3:21])[CH3:20])[C:10]([O:12][CH2:13][CH3:14])=[O:11])=[O:15].